This data is from Catalyst prediction with 721,799 reactions and 888 catalyst types from USPTO. The task is: Predict which catalyst facilitates the given reaction. (1) Reactant: [CH3:1][C:2]1[CH:32]=[CH:31][CH:30]=[C:29]([CH3:33])[C:3]=1[CH:4]=[CH:5][C:6]1[CH:7]=[C:8]([CH2:12][CH2:13][C:14]([N:16]2[CH2:21][CH2:20][N:19](C(OC(C)(C)C)=O)[CH2:18][CH2:17]2)=[O:15])[CH:9]=[CH:10][CH:11]=1.FC(F)(F)C(O)=O.C(=O)(O)[O-].[Na+].C(=O)([O-])[O-].[K+].[K+]. Product: [CH3:33][C:29]1[CH:30]=[CH:31][CH:32]=[C:2]([CH3:1])[C:3]=1/[CH:4]=[CH:5]/[C:6]1[CH:7]=[C:8]([CH2:12][CH2:13][C:14]([N:16]2[CH2:17][CH2:18][NH:19][CH2:20][CH2:21]2)=[O:15])[CH:9]=[CH:10][CH:11]=1. The catalyst class is: 2. (2) Reactant: C([O:3][C:4]([C:6]1[N:7]=[C:8]([NH:11][C:12](=[O:33])[CH:13]([C:20]2[CH:25]=[CH:24][C:23]([O:26][C:27]3[CH:32]=[CH:31][CH:30]=[CH:29][CH:28]=3)=[CH:22][CH:21]=2)[CH2:14][CH:15]2[CH2:19][CH2:18][CH2:17][CH2:16]2)[S:9][CH:10]=1)=[O:5])C.[OH-].[K+]. Product: [CH:15]1([CH2:14][CH:13]([C:20]2[CH:21]=[CH:22][C:23]([O:26][C:27]3[CH:32]=[CH:31][CH:30]=[CH:29][CH:28]=3)=[CH:24][CH:25]=2)[C:12]([NH:11][C:8]2[S:9][CH:10]=[C:6]([C:4]([OH:5])=[O:3])[N:7]=2)=[O:33])[CH2:19][CH2:18][CH2:17][CH2:16]1. The catalyst class is: 40.